Regression. Given two drug SMILES strings and cell line genomic features, predict the synergy score measuring deviation from expected non-interaction effect. From a dataset of NCI-60 drug combinations with 297,098 pairs across 59 cell lines. (1) Drug 1: C1=CC(=CC=C1CCC2=CNC3=C2C(=O)NC(=N3)N)C(=O)NC(CCC(=O)O)C(=O)O. Drug 2: CCC1=CC2CC(C3=C(CN(C2)C1)C4=CC=CC=C4N3)(C5=C(C=C6C(=C5)C78CCN9C7C(C=CC9)(C(C(C8N6C)(C(=O)OC)O)OC(=O)C)CC)OC)C(=O)OC.C(C(C(=O)O)O)(C(=O)O)O. Cell line: SR. Synergy scores: CSS=79.5, Synergy_ZIP=2.92, Synergy_Bliss=1.66, Synergy_Loewe=1.14, Synergy_HSA=4.37. (2) Drug 1: CN1C(=O)N2C=NC(=C2N=N1)C(=O)N. Drug 2: CC(C)(C#N)C1=CC(=CC(=C1)CN2C=NC=N2)C(C)(C)C#N. Cell line: SN12C. Synergy scores: CSS=-4.10, Synergy_ZIP=2.25, Synergy_Bliss=2.22, Synergy_Loewe=-3.80, Synergy_HSA=-5.02. (3) Drug 1: C1C(C(OC1N2C=NC3=C(N=C(N=C32)Cl)N)CO)O. Drug 2: C1=NC2=C(N1)C(=S)N=CN2. Cell line: EKVX. Synergy scores: CSS=8.87, Synergy_ZIP=-2.32, Synergy_Bliss=-1.19, Synergy_Loewe=1.27, Synergy_HSA=0.770.